Predict the product of the given reaction. From a dataset of Forward reaction prediction with 1.9M reactions from USPTO patents (1976-2016). Given the reactants [CH3:1][NH:2][CH3:3].C1COCC1.[C:9]([O:13][C:14]([N:16]([C:41]([O:43][C:44]([CH3:47])([CH3:46])[CH3:45])=[O:42])[C:17]1[C:18]2[C:25]([I:26])=[CH:24][N:23]([C@@H:27]3[CH2:31][N:30]([C:32]([O:34][C:35]([CH3:38])([CH3:37])[CH3:36])=[O:33])[C@H:29]([CH:39]=O)[CH2:28]3)[C:19]=2[N:20]=[CH:21][N:22]=1)=[O:15])([CH3:12])([CH3:11])[CH3:10].C(O[BH-](OC(=O)C)OC(=O)C)(=O)C.[Na+].C(=O)([O-])O.[Na+], predict the reaction product. The product is: [C:44]([O:43][C:41]([N:16]([C:14]([O:13][C:9]([CH3:10])([CH3:12])[CH3:11])=[O:15])[C:17]1[C:18]2[C:25]([I:26])=[CH:24][N:23]([C@@H:27]3[CH2:31][N:30]([C:32]([O:34][C:35]([CH3:37])([CH3:36])[CH3:38])=[O:33])[C@H:29]([CH2:39][N:2]([CH3:3])[CH3:1])[CH2:28]3)[C:19]=2[N:20]=[CH:21][N:22]=1)=[O:42])([CH3:47])([CH3:46])[CH3:45].